This data is from Forward reaction prediction with 1.9M reactions from USPTO patents (1976-2016). The task is: Predict the product of the given reaction. (1) Given the reactants O=P(Cl)(Cl)Cl.O=[C:7]1[CH:13]([NH:14][CH:15]=[O:16])[C:12]2[CH:17]=[CH:18][CH:19]=[CH:20][C:11]=2[S:10][C:9]2[CH:21]=[CH:22][CH:23]=[CH:24][C:8]1=2, predict the reaction product. The product is: [O:16]1[C:7]2[C:8]3[CH:24]=[CH:23][CH:22]=[CH:21][C:9]=3[S:10][C:11]3[CH:20]=[CH:19][CH:18]=[CH:17][C:12]=3[C:13]=2[N:14]=[CH:15]1. (2) Given the reactants [NH2:1][C:2]1[N:7]=[CH:6][N:5]=[C:4]([NH:8][C@H:9]([C:11]2[N:16]([C:17]3[CH:22]=[CH:21][CH:20]=[CH:19][CH:18]=3)[C:15](=[O:23])[C:14]3=[C:24]([CH3:27])[CH:25]=[CH:26][N:13]3[N:12]=2)[CH3:10])[C:3]=1I.[F:29][C:30]1[CH:31]=[C:32](B(O)O)[CH:33]=[C:34]([O:37][CH3:38])[C:35]=1[F:36].C(=O)([O-])[O-].[Na+].[Na+], predict the reaction product. The product is: [NH2:1][C:2]1[N:7]=[CH:6][N:5]=[C:4]([NH:8][C@H:9]([C:11]2[N:16]([C:17]3[CH:22]=[CH:21][CH:20]=[CH:19][CH:18]=3)[C:15](=[O:23])[C:14]3=[C:24]([CH3:27])[CH:25]=[CH:26][N:13]3[N:12]=2)[CH3:10])[C:3]=1[C:32]1[CH:33]=[C:34]([O:37][CH3:38])[C:35]([F:36])=[C:30]([F:29])[CH:31]=1.